The task is: Predict the reactants needed to synthesize the given product.. This data is from Retrosynthesis with 50K atom-mapped reactions and 10 reaction types from USPTO. (1) Given the product Cc1cnc(C(O)(C(C)c2ccc(O)cc2Cl)C(F)(F)F)cn1, predict the reactants needed to synthesize it. The reactants are: COc1ccc(C(C)C(O)(c2cnc(C)cn2)C(F)(F)F)c(Cl)c1. (2) Given the product CCOC(=O)c1cn2c3c(cc(C#CCNC(=O)OC(C)(C)C)cc3c1=O)CCC2, predict the reactants needed to synthesize it. The reactants are: C#CCNC(=O)OC(C)(C)C.CCOC(=O)c1cn2c3c(cc(Br)cc3c1=O)CCC2. (3) Given the product CN(C)C1(CC2CCCC2)CCC(=O)CC1, predict the reactants needed to synthesize it. The reactants are: CN(C)C1(CC2CCCC2)CCC2(CC1)OCCO2. (4) Given the product CN(c1nccc(-n2cnc3ccccc32)n1)C1CCCN(C(=O)Nc2cccc3ccccc23)C1, predict the reactants needed to synthesize it. The reactants are: CN(c1nccc(-n2cnc3ccccc32)n1)C1CCCNC1.O=C=Nc1cccc2ccccc12. (5) Given the product COCc1ncc(-c2cc(OCc3ccccn3)nc3c2CCCC3)s1, predict the reactants needed to synthesize it. The reactants are: CI.OCc1ncc(-c2cc(OCc3ccccn3)nc3c2CCCC3)s1. (6) Given the product C#Cc1nn(-c2cccc(C(F)(F)F)c2)ccc1=O, predict the reactants needed to synthesize it. The reactants are: C[Si](C)(C)C#Cc1nn(-c2cccc(C(F)(F)F)c2)ccc1=O.